From a dataset of Forward reaction prediction with 1.9M reactions from USPTO patents (1976-2016). Predict the product of the given reaction. (1) Given the reactants Cl.[Cl:2][C:3]1[C:8]([Cl:9])=[CH:7][CH:6]=[CH:5][C:4]=1[N:10]1[CH2:15][CH2:14][NH:13][CH2:12][CH2:11]1.Br[CH2:17][CH2:18][CH2:19][N:20]1[C:24](=[O:25])[C:23]2=[CH:26][CH:27]=[CH:28][CH:29]=[C:22]2[C:21]1=[O:30].C([O-])([O-])=O.[K+].[K+], predict the reaction product. The product is: [Cl:2][C:3]1[C:8]([Cl:9])=[CH:7][CH:6]=[CH:5][C:4]=1[N:10]1[CH2:15][CH2:14][N:13]([CH2:17][CH2:18][CH2:19][N:20]2[C:24](=[O:25])[C:23]3[C:22](=[CH:29][CH:28]=[CH:27][CH:26]=3)[C:21]2=[O:30])[CH2:12][CH2:11]1. (2) Given the reactants [CH2:1](Br)[C:2]([C:4]1[CH:9]=[CH:8][CH:7]=[CH:6][CH:5]=1)=[O:3].O=[C:12]([CH2:18][CH3:19])[CH2:13][C:14]([O:16][CH3:17])=[O:15].O.C1(C)C=CC(S(O)(=O)=O)=CC=1, predict the reaction product. The product is: [CH2:18]([C:12]1[O:3][C:2]([C:4]2[CH:9]=[CH:8][CH:7]=[CH:6][CH:5]=2)=[CH:1][C:13]=1[C:14]([O:16][CH3:17])=[O:15])[CH3:19]. (3) The product is: [N:8]1[C:9]2[C:14](=[CH:13][CH:12]=[CH:11][CH:10]=2)[CH:15]=[CH:16][CH:7]=1.[O:6]1[CH2:2][CH2:3][N:4]=[CH:5]1. Given the reactants O[CH2:2][CH2:3][NH:4][C:5]([C:7]1[CH:16]=[CH:15][C:14]2[C:9](=[CH:10][CH:11]=[CH:12][CH:13]=2)[N:8]=1)=[O:6].C1(C)C=CC(S(Cl)(=O)=O)=CC=1.C(N(CC)CC)C, predict the reaction product.